From a dataset of Forward reaction prediction with 1.9M reactions from USPTO patents (1976-2016). Predict the product of the given reaction. (1) Given the reactants Cl.[C:2]1([C:8]2[CH:13]=[CH:12][N:11]=[C:10]([C:14]([NH2:16])=[NH:15])[CH:9]=2)[CH:7]=[CH:6][CH:5]=[CH:4][CH:3]=1.C([O:19][C:20]([CH2:22][CH2:23]O)=O)C.[Na].C(O)C.[O-]CC.[Na+], predict the reaction product. The product is: [C:2]1([C:8]2[CH:13]=[CH:12][N:11]=[C:10]([C:14]3[NH:16][C:20](=[O:19])[CH:22]=[CH:23][N:15]=3)[CH:9]=2)[CH:3]=[CH:4][CH:5]=[CH:6][CH:7]=1. (2) Given the reactants [NH2:1][C@H:2]([C:6]1[CH:11]=[CH:10][C:9]([O:12][CH3:13])=[CH:8][CH:7]=1)[C:3]([NH2:5])=[O:4].C(N(CC)CC)C.[CH3:21][O:22][C:23]1[CH:28]=[CH:27][C:26]([CH2:29][C:30](Cl)=[O:31])=[CH:25][CH:24]=1.O, predict the reaction product. The product is: [CH3:13][O:12][C:9]1[CH:10]=[CH:11][C:6]([C@@H:2]([NH:1][C:30](=[O:31])[CH2:29][C:26]2[CH:27]=[CH:28][C:23]([O:22][CH3:21])=[CH:24][CH:25]=2)[C:3]([NH2:5])=[O:4])=[CH:7][CH:8]=1. (3) Given the reactants [NH:1]1[C:9]2[C:4](=[CH:5][CH:6]=[C:7]([C:10]#[N:11])[CH:8]=2)[CH:3]=[N:2]1.[OH-:12].[Na+], predict the reaction product. The product is: [NH:1]1[C:9]2[C:4](=[CH:5][CH:6]=[C:7]([C:10]([NH2:11])=[O:12])[CH:8]=2)[CH:3]=[N:2]1.